From a dataset of Catalyst prediction with 721,799 reactions and 888 catalyst types from USPTO. Predict which catalyst facilitates the given reaction. (1) Reactant: [C:1]([O:5][C:6]([N:8]1[CH2:11][CH:10]([O:12][C:13]2[CH:18]=[CH:17][C:16]([NH:19][C:20]([C:22]3[S:23][C:24]([C:33]4[CH:38]=[CH:37][C:36]([Cl:39])=[CH:35][CH:34]=4)=[CH:25][C:26]=3[C:27]#[C:28][Si](C)(C)C)=[O:21])=[CH:15][C:14]=2[O:40][CH3:41])[CH2:9]1)=[O:7])([CH3:4])([CH3:3])[CH3:2].[F-].C([N+](CCCC)(CCCC)CCCC)CCC. Product: [C:1]([O:5][C:6]([N:8]1[CH2:11][CH:10]([O:12][C:13]2[CH:18]=[CH:17][C:16]([N:19]3[CH:28]=[CH:27][C:26]4[CH:25]=[C:24]([C:33]5[CH:38]=[CH:37][C:36]([Cl:39])=[CH:35][CH:34]=5)[S:23][C:22]=4[C:20]3=[O:21])=[CH:15][C:14]=2[O:40][CH3:41])[CH2:9]1)=[O:7])([CH3:4])([CH3:3])[CH3:2]. The catalyst class is: 49. (2) Reactant: C[Si]([N:5]=[C:6]=[O:7])(C)C.[Cl:8][C:9]1[CH:10]=[CH:11][C:12]([C:15]2[N:19]([C:20]3[CH:21]=[N:22][CH:23]=[CH:24][CH:25]=3)[N:18]=[C:17]([C:26]([N:28]3[CH2:33][CH2:32][CH2:31][CH2:30][NH:29]3)=[O:27])[CH:16]=2)=[N:13][CH:14]=1.CO. Product: [Cl:8][C:9]1[CH:10]=[CH:11][C:12]([C:15]2[N:19]([C:20]3[CH:21]=[N:22][CH:23]=[CH:24][CH:25]=3)[N:18]=[C:17]([C:26]([N:28]3[CH2:33][CH2:32][CH2:31][CH2:30][N:29]3[C:6](=[O:7])[NH2:5])=[O:27])[CH:16]=2)=[N:13][CH:14]=1. The catalyst class is: 12. (3) Reactant: [I:1][C:2]1[CH:7]=[CH:6][C:5]([CH2:8][OH:9])=[CH:4][CH:3]=1.[CH:10]1[CH:15]=[CH:14][C:13](P([C:10]2[CH:15]=[CH:14][CH:13]=[CH:12][CH:11]=2)[C:10]2[CH:15]=[CH:14][CH:13]=[CH:12][CH:11]=2)=[CH:12][CH:11]=1.C1(O)C=CC=CC=1.N(C(OCC)=O)=NC(OCC)=O. Product: [I:1][C:2]1[CH:7]=[CH:6][C:5]([CH2:8][O:9][C:10]2[CH:15]=[CH:14][CH:13]=[CH:12][CH:11]=2)=[CH:4][CH:3]=1. The catalyst class is: 1. (4) Reactant: C(OC([NH:8][CH2:9][C@H:10]([NH:15][C:16]([C:18]1[C:19]([C:29]([F:32])([F:31])[F:30])=[N:20][N:21]([C:23]2[CH:28]=[CH:27][CH:26]=[CH:25][CH:24]=2)[CH:22]=1)=[O:17])[C:11]([O:13][CH3:14])=[O:12])=O)(C)(C)C. Product: [NH2:8][CH2:9][C@H:10]([NH:15][C:16]([C:18]1[C:19]([C:29]([F:32])([F:31])[F:30])=[N:20][N:21]([C:23]2[CH:28]=[CH:27][CH:26]=[CH:25][CH:24]=2)[CH:22]=1)=[O:17])[C:11]([O:13][CH3:14])=[O:12]. The catalyst class is: 67.